Dataset: Reaction yield outcomes from USPTO patents with 853,638 reactions. Task: Predict the reaction yield, written as a fraction of the theoretical maximum amount of product (1.0 means a 100% yield; for example, 0.34 means a 34% yield). (1) The reactants are [CH2:1]([C@@H:8]1[CH2:12][O:11][C:10](=[O:13])[N:9]1[C:14](=[O:19])[CH2:15][CH2:16][CH:17]=[CH2:18])[C:2]1[CH:7]=[CH:6][CH:5]=[CH:4][CH:3]=1.[Li+].C[Si]([N-][Si](C)(C)C)(C)C.Br[CH2:31][C:32]1[C:37]([Cl:38])=[CH:36][C:35]([O:39][CH2:40][C:41]2[CH:46]=[CH:45][CH:44]=[CH:43][CH:42]=2)=[CH:34][C:33]=1[Cl:47]. The catalyst is C1COCC1. The product is [CH2:1]([C@@H:8]1[CH2:12][O:11][C:10](=[O:13])[N:9]1[C:14](=[O:19])[C@H:15]([CH2:31][C:32]1[C:33]([Cl:47])=[CH:34][C:35]([O:39][CH2:40][C:41]2[CH:42]=[CH:43][CH:44]=[CH:45][CH:46]=2)=[CH:36][C:37]=1[Cl:38])[CH2:16][CH:17]=[CH2:18])[C:2]1[CH:3]=[CH:4][CH:5]=[CH:6][CH:7]=1. The yield is 0.860. (2) The reactants are C[O:2][C:3]([C:5]1[C:10]([OH:11])=[C:9]([OH:12])[N:8]=[C:7]([CH2:13][C:14]2([C:19]3[CH:24]=[CH:23][CH:22]=[CH:21][CH:20]=3)[CH2:18][CH2:17][CH2:16][CH2:15]2)[N:6]=1)=O.[CH3:25][NH2:26]. The catalyst is C1COCC1. The product is [CH3:25][NH:26][C:3]([C:5]1[N:6]=[C:7]([CH2:13][C:14]2([C:19]3[CH:20]=[CH:21][CH:22]=[CH:23][CH:24]=3)[CH2:18][CH2:17][CH2:16][CH2:15]2)[NH:8][C:9](=[O:12])[C:10]=1[OH:11])=[O:2]. The yield is 0.360. (3) The reactants are [CH3:1][N:2]([CH2:16][CH2:17][NH:18][CH3:19])[S:3]([C:6]1[CH:11]=[CH:10][C:9]([O:12][CH3:13])=[C:8]([O:14][CH3:15])[CH:7]=1)(=[O:5])=[O:4].CN[CH2:22][CH2:23]NC.N1[CH2:31][CH2:30]NCC1. No catalyst specified. The product is [CH3:1][N:2]([CH2:16][CH2:17][N:18]([CH3:19])[S:3]([C:23]1[CH:22]=[CH:31][CH:30]=[C:9]([O:12][CH3:13])[CH:8]=1)(=[O:5])=[O:4])[S:3]([C:6]1[CH:11]=[CH:10][C:9]([O:12][CH3:13])=[C:8]([O:14][CH3:15])[CH:7]=1)(=[O:4])=[O:5]. The yield is 0.660. (4) The reactants are [F:1][C:2]1[CH:10]=[C:9]2[C:5]([CH:6]=[C:7]([C:11]([CH3:23])([CH3:22])[C:12](OCC3C=CC=CC=3)=[O:13])[NH:8]2)=[CH:4][C:3]=1[N+:24]([O-:26])=[O:25].CC(C[AlH]CC(C)C)C. The catalyst is C(Cl)Cl. The product is [F:1][C:2]1[CH:10]=[C:9]2[C:5]([CH:6]=[C:7]([C:11]([CH3:23])([CH3:22])[CH2:12][OH:13])[NH:8]2)=[CH:4][C:3]=1[N+:24]([O-:26])=[O:25]. The yield is 0.770. (5) The reactants are I[C:2]1[C:10]2[C:5](=[CH:6][C:7]([C@H:11]3[C@@:13]4([C:21]5[C:16](=[CH:17][CH:18]=[CH:19][CH:20]=5)[NH:15][C:14]4=[O:22])[CH2:12]3)=[CH:8][CH:9]=2)[N:4]([CH2:23][O:24][CH2:25][CH2:26][Si:27]([CH3:30])([CH3:29])[CH3:28])[N:3]=1.[CH:31]([C:33]1[CH:38]=[CH:37][N:36]=[CH:35][CH:34]=1)=[CH2:32].C(N(C(C)C)CC)(C)C.CC1C=CC=CC=1P(C1C=CC=CC=1C)C1C=CC=CC=1C. The catalyst is CC([O-])=O.CC([O-])=O.[Pd+2].C(OCC)(=O)C.CN(C=O)C. The product is [N:36]1[CH:37]=[CH:38][C:33](/[CH:31]=[CH:32]/[C:2]2[C:10]3[C:5](=[CH:6][C:7]([C@H:11]4[C@@:13]5([C:21]6[C:16](=[CH:17][CH:18]=[CH:19][CH:20]=6)[NH:15][C:14]5=[O:22])[CH2:12]4)=[CH:8][CH:9]=3)[N:4]([CH2:23][O:24][CH2:25][CH2:26][Si:27]([CH3:30])([CH3:29])[CH3:28])[N:3]=2)=[CH:34][CH:35]=1. The yield is 0.900. (6) The reactants are [CH2:1]([O:3][C:4]([C:6]1[NH:14][C:9]2=[N:10][CH:11]=[CH:12][CH:13]=[C:8]2[CH:7]=1)=[O:5])[CH3:2].[C:15](O[C:15]([O:17][C:18]([CH3:21])([CH3:20])[CH3:19])=[O:16])([O:17][C:18]([CH3:21])([CH3:20])[CH3:19])=[O:16]. The catalyst is C(#N)C.CN(C)C1C=CN=CC=1. The product is [CH3:2][CH2:1][O:3][C:4]([C:6]1[N:14]([C:15]([O:17][C:18]([CH3:21])([CH3:20])[CH3:19])=[O:16])[C:9]2=[N:10][CH:11]=[CH:12][CH:13]=[C:8]2[CH:7]=1)=[O:5]. The yield is 0.966. (7) The reactants are C(OC([N:8]1[CH2:13][CH2:12][N:11]([C:14](=[O:25])[C:15]2[CH:20]=[CH:19][CH:18]=[CH:17][C:16]=2[C:21]([F:24])([F:23])[F:22])[CH2:10][CH2:9]1)=O)(C)(C)C.CO.Cl.Cl. No catalyst specified. The product is [N:11]1([C:14]([C:15]2[CH:20]=[CH:19][CH:18]=[CH:17][C:16]=2[C:21]([F:23])([F:22])[F:24])=[O:25])[CH2:12][CH2:13][NH:8][CH2:9][CH2:10]1. The yield is 0.910.